This data is from Catalyst prediction with 721,799 reactions and 888 catalyst types from USPTO. The task is: Predict which catalyst facilitates the given reaction. (1) The catalyst class is: 23. Product: [CH:18]1([CH2:21][O:22][CH:23]2[CH2:28][CH2:27][N:26]([CH2:2][CH2:3][CH2:4][N:5]3[C:10]4[CH:11]=[C:12]([F:16])[C:13]([F:15])=[CH:14][C:9]=4[O:8][CH2:7][C:6]3=[O:17])[CH2:25][CH2:24]2)[CH2:19][CH2:20]1. Reactant: Cl[CH2:2][CH2:3][CH2:4][N:5]1[C:10]2[CH:11]=[C:12]([F:16])[C:13]([F:15])=[CH:14][C:9]=2[O:8][CH2:7][C:6]1=[O:17].[CH:18]1([CH2:21][O:22][CH:23]2[CH2:28][CH2:27][NH:26][CH2:25][CH2:24]2)[CH2:20][CH2:19]1.[Na+].[I-].C([O-])([O-])=O.[K+].[K+]. (2) Reactant: [CH:1]([C@@H:4]1[N:10]([C:11](=[O:21])[NH:12][C:13]2[CH:18]=[CH:17][C:16]([O:19][CH3:20])=[CH:15][CH:14]=2)[CH2:9][C:8]2[CH:22]=[CH:23][C:24]([C:26](OC)=[O:27])=[CH:25][C:7]=2[O:6][CH2:5]1)([CH3:3])[CH3:2].CO.[OH-:32].[Na+].[NH2:34]O. Product: [OH:32][NH:34][C:26]([C:24]1[CH:23]=[CH:22][C:8]2[CH2:9][N:10]([C:11]([NH:12][C:13]3[CH:18]=[CH:17][C:16]([O:19][CH3:20])=[CH:15][CH:14]=3)=[O:21])[C@@H:4]([CH:1]([CH3:3])[CH3:2])[CH2:5][O:6][C:7]=2[CH:25]=1)=[O:27]. The catalyst class is: 1. (3) Product: [CH3:17][O:16][C:14](=[O:15])[CH2:13][O:8][C:5]1[CH:6]=[CH:7][C:2]([Br:1])=[CH:3][C:4]=1[N+:9]([O-:11])=[O:10]. Reactant: [Br:1][C:2]1[CH:7]=[CH:6][C:5]([OH:8])=[C:4]([N+:9]([O-:11])=[O:10])[CH:3]=1.Br[CH2:13][C:14]([O:16][CH3:17])=[O:15].C(=O)([O-])[O-].[K+].[K+]. The catalyst class is: 3. (4) Reactant: [OH:1][C:2]1[CH:11]=[CH:10][C:5]([C:6]([O:8][CH3:9])=[O:7])=[CH:4][CH:3]=1.[C:12]([O:15][CH2:16][C@@H:17]1[C@@H:22]([O:23][C:24](=[O:26])[CH3:25])[C@H:21]([OH:27])[C@H:20]([OH:28])[C@@H:19]([C:29]2[CH:34]=[CH:33][CH:32]=[C:31]([CH2:35]O)[CH:30]=2)[O:18]1)(=[O:14])[CH3:13].C1C=CC(P(C2C=CC=CC=2)C2C=CC=CC=2)=CC=1.CC(OC(/N=N/C(OC(C)C)=O)=O)C. Product: [C:24]([O:23][C@@H:22]1[C@@H:17]([CH2:16][O:15][C:12](=[O:14])[CH3:13])[O:18][C@H:19]([C:29]2[CH:30]=[C:31]([CH2:35][O:1][C:2]3[CH:3]=[CH:4][C:5]([C:6]([O:8][CH3:9])=[O:7])=[CH:10][CH:11]=3)[CH:32]=[CH:33][CH:34]=2)[C@@H:20]([OH:28])[C@H:21]1[OH:27])(=[O:26])[CH3:25]. The catalyst class is: 1. (5) Reactant: [CH2:1]([C:5]1[C:9]([CH2:10][O:11][C:12]2[CH:20]=[CH:19][C:15]([C:16]([OH:18])=O)=[CH:14][N:13]=2)=[C:8]([CH2:21][OH:22])[O:7][N:6]=1)[CH2:2][CH2:3][CH3:4].[CH:23]1([NH2:27])[CH2:26][CH2:25][CH2:24]1.F[B-](F)(F)F.N1(OC(N(C)C)=[N+](C)C)C2C=CC=CC=2N=N1.C(N(C(C)C)C(C)C)C. Product: [CH2:1]([C:5]1[C:9]([CH2:10][O:11][C:12]2[CH:20]=[CH:19][C:15]([C:16]([NH:27][CH:23]3[CH2:26][CH2:25][CH2:24]3)=[O:18])=[CH:14][N:13]=2)=[C:8]([CH2:21][OH:22])[O:7][N:6]=1)[CH2:2][CH2:3][CH3:4]. The catalyst class is: 3.